This data is from Peptide-MHC class II binding affinity with 134,281 pairs from IEDB. The task is: Regression. Given a peptide amino acid sequence and an MHC pseudo amino acid sequence, predict their binding affinity value. This is MHC class II binding data. The peptide sequence is AFKVAATAANSAPAN. The binding affinity (normalized) is 0.689. The MHC is DRB1_0901 with pseudo-sequence DRB1_0901.